From a dataset of Merck oncology drug combination screen with 23,052 pairs across 39 cell lines. Regression. Given two drug SMILES strings and cell line genomic features, predict the synergy score measuring deviation from expected non-interaction effect. (1) Drug 1: COc1cc(C2c3cc4c(cc3C(OC3OC5COC(C)OC5C(O)C3O)C3COC(=O)C23)OCO4)cc(OC)c1O. Drug 2: CNC(=O)c1cc(Oc2ccc(NC(=O)Nc3ccc(Cl)c(C(F)(F)F)c3)cc2)ccn1. Cell line: ZR751. Synergy scores: synergy=-11.7. (2) Drug 1: O=C(CCCCCCC(=O)Nc1ccccc1)NO. Drug 2: CC1(c2nc3c(C(N)=O)cccc3[nH]2)CCCN1. Cell line: A2058. Synergy scores: synergy=13.8. (3) Drug 1: CN(C)C(=N)N=C(N)N. Drug 2: N#Cc1ccc(Cn2cncc2CN2CCN(c3cccc(Cl)c3)C(=O)C2)cc1. Cell line: NCIH520. Synergy scores: synergy=6.53. (4) Drug 1: CN(Cc1cnc2nc(N)nc(N)c2n1)c1ccc(C(=O)NC(CCC(=O)O)C(=O)O)cc1. Drug 2: C=CCn1c(=O)c2cnc(Nc3ccc(N4CCN(C)CC4)cc3)nc2n1-c1cccc(C(C)(C)O)n1. Cell line: HT144. Synergy scores: synergy=9.76.